The task is: Predict the reactants needed to synthesize the given product.. This data is from Full USPTO retrosynthesis dataset with 1.9M reactions from patents (1976-2016). Given the product [CH3:1][O:2][C:3](=[O:4])[C:5]1[CH:10]=[CH:9][C:8]([CH2:11][P:13]([O:16][CH3:17])([O:14][CH3:15])=[O:18])=[CH:7][CH:6]=1, predict the reactants needed to synthesize it. The reactants are: [CH3:1][O:2][C:3]([C:5]1[CH:10]=[CH:9][C:8]([CH2:11]Br)=[CH:7][CH:6]=1)=[O:4].[P:13]([O:18]C)([O:16][CH3:17])[O:14][CH3:15].